From a dataset of Full USPTO retrosynthesis dataset with 1.9M reactions from patents (1976-2016). Predict the reactants needed to synthesize the given product. (1) The reactants are: [Si:1]([O:8][C:9]1[CH:15]=[CH:14][C:12]([NH2:13])=[C:11]([N+:16]([O-])=O)[CH:10]=1)([C:4]([CH3:7])([CH3:6])[CH3:5])([CH3:3])[CH3:2]. Given the product [Si:1]([O:8][C:9]1[CH:10]=[C:11]([NH2:16])[C:12]([NH2:13])=[CH:14][CH:15]=1)([C:4]([CH3:7])([CH3:6])[CH3:5])([CH3:3])[CH3:2], predict the reactants needed to synthesize it. (2) Given the product [CH:1]([N:5]1[C:6]2[CH:11]=[CH:10][C:9]([C:12]([F:14])([F:15])[F:13])=[CH:8][C:7]=2[N:16]=[C:18]1[C:23]1[CH:28]=[CH:27][N:26]=[CH:25][CH:24]=1)([CH2:3][CH3:4])[CH3:2], predict the reactants needed to synthesize it. The reactants are: [CH:1]([NH:5][C:6]1[C:7]([NH2:16])=[CH:8][C:9]([C:12]([F:15])([F:14])[F:13])=[CH:10][CH:11]=1)([CH2:3][CH3:4])[CH3:2].O[CH:18]([C:23]1[CH:28]=[CH:27][N:26]=[CH:25][CH:24]=1)S([O-])(=O)=O.[Na+].C(=O)([O-])O.[Na+]. (3) The reactants are: [Cl:1][C:2]1[C:10]2[C:5](=[CH:6][CH:7]=[C:8]([NH2:11])[CH:9]=2)[NH:4][N:3]=1.[CH2:12]=[C:13]1[O:17][C:15](=[O:16])[CH2:14]1. Given the product [Cl:1][C:2]1[C:10]2[C:5](=[CH:6][CH:7]=[C:8]([NH:11][C:15](=[O:16])[CH2:14][C:13](=[O:17])[CH3:12])[CH:9]=2)[NH:4][N:3]=1, predict the reactants needed to synthesize it. (4) Given the product [Cl:1][C:2]1[C:3]([O:12][C:13]2[CH:18]=[C:17]([O:19][CH2:20][CH2:21][CH2:22][O:23][CH3:24])[CH:16]=[CH:15][C:14]=2[CH2:25][CH2:26][C:27]([NH:50][S:47]([CH2:42][CH2:43][CH2:44][CH2:45][CH3:46])(=[O:49])=[O:48])=[O:29])=[N:4][CH:5]=[C:6]([C:8]([F:9])([F:11])[F:10])[CH:7]=1, predict the reactants needed to synthesize it. The reactants are: [Cl:1][C:2]1[C:3]([O:12][C:13]2[CH:18]=[C:17]([O:19][CH2:20][CH2:21][CH2:22][O:23][CH3:24])[CH:16]=[CH:15][C:14]=2[CH2:25][CH2:26][C:27]([OH:29])=O)=[N:4][CH:5]=[C:6]([C:8]([F:11])([F:10])[F:9])[CH:7]=1.Cl.C(N=C=NCCCN(C)C)C.[CH2:42]([S:47]([NH2:50])(=[O:49])=[O:48])[CH2:43][CH2:44][CH2:45][CH3:46].Cl.